Dataset: Forward reaction prediction with 1.9M reactions from USPTO patents (1976-2016). Task: Predict the product of the given reaction. (1) Given the reactants CO[C:3]1[C:15]([O:16][CH3:17])=[CH:14][CH:13]=[CH:12][C:4]=1[C:5]([O:7][C:8]([CH3:11])([CH3:10])[CH3:9])=[O:6].[CH2:18]([Mg]Cl)[CH2:19][CH3:20].CCOCC.C(O)(=O)C, predict the reaction product. The product is: [CH3:17][O:16][C:15]1[C:3]([CH2:18][CH2:19][CH3:20])=[C:4]([CH:12]=[CH:13][CH:14]=1)[C:5]([O:7][C:8]([CH3:9])([CH3:10])[CH3:11])=[O:6]. (2) Given the reactants Br[C:2]1[CH:20]=[N:19][C:5]2[N:6]([CH2:16][CH2:17][CH3:18])[CH2:7][CH2:8][CH2:9][C:10]([C:12]([O:14][CH3:15])=[O:13])=[CH:11][C:4]=2[CH:3]=1.[CH2:21]([O:25][CH2:26][CH2:27][O:28][C:29]1[CH:34]=[CH:33][C:32](OB(O)O)=[CH:31][CH:30]=1)[CH2:22][CH2:23][CH3:24].C(=O)([O-])[O-].[K+].[K+], predict the reaction product. The product is: [CH2:21]([O:25][CH2:26][CH2:27][O:28][C:29]1[CH:30]=[CH:31][C:32]([C:2]2[CH:20]=[N:19][C:5]3[N:6]([CH2:16][CH2:17][CH3:18])[CH2:7][CH2:8][CH2:9][C:10]([C:12]([O:14][CH3:15])=[O:13])=[CH:11][C:4]=3[CH:3]=2)=[CH:33][CH:34]=1)[CH2:22][CH2:23][CH3:24]. (3) The product is: [NH2:11][C@@H:3]([CH2:4][C:5]1[CH:10]=[CH:9][CH:8]=[CH:7][CH:6]=1)[C:2]([NH:19][C:20]1[N:21]=[C:22]([C:25]2[CH:30]=[CH:29][N:28]=[CH:27][CH:26]=2)[S:23][CH:24]=1)=[O:1]. Given the reactants [O:1]=[C:2]([NH:19][C:20]1[N:21]=[C:22]([C:25]2[CH:30]=[CH:29][N:28]=[CH:27][CH:26]=2)[S:23][CH:24]=1)[C@@H:3]([NH:11]C(=O)OC(C)(C)C)[CH2:4][C:5]1[CH:10]=[CH:9][CH:8]=[CH:7][CH:6]=1.Cl.C([O-])(O)=O.[Na+], predict the reaction product.